This data is from Forward reaction prediction with 1.9M reactions from USPTO patents (1976-2016). The task is: Predict the product of the given reaction. (1) Given the reactants [C:1](OC(=O)C)(=[O:3])[CH3:2].[CH3:8][O:9][C:10]1[CH:11]=[CH:12][C:13]([CH3:17])=[C:14]([NH2:16])[CH:15]=1.O.Cl, predict the reaction product. The product is: [CH3:8][O:9][C:10]1[CH:11]=[CH:12][C:13]([CH3:17])=[C:14]([NH:16][C:1](=[O:3])[CH3:2])[CH:15]=1. (2) Given the reactants N1C=CC=CC=1.[CH2:7]([O:14][CH2:15][C:16]([OH:18])=O)[C:8]1[CH:13]=[CH:12][CH:11]=[CH:10][CH:9]=1.Cl.CN(C)CCCN=C=NCC.[NH2:31][C:32]1[C:41]2[CH2:40][CH2:39][CH2:38][C:37]3[CH:42]=[C:43]([N:46]4[CH2:50][C@H:49]([CH2:51][NH:52][C:53](=[O:55])[CH3:54])[O:48][C:47]4=[O:56])[CH:44]=[CH:45][C:36]=3[C:35]=2[NH:34][N:33]=1, predict the reaction product. The product is: [C:53]([NH:52][CH2:51][C@@H:49]1[O:48][C:47](=[O:56])[N:46]([C:43]2[CH:44]=[CH:45][C:36]3[C:35]4[NH:34][N:33]=[C:32]([NH:31][C:16](=[O:18])[CH2:15][O:14][CH2:7][C:8]5[CH:9]=[CH:10][CH:11]=[CH:12][CH:13]=5)[C:41]=4[CH2:40][CH2:39][CH2:38][C:37]=3[CH:42]=2)[CH2:50]1)(=[O:55])[CH3:54]. (3) The product is: [Zn:36].[C:14]([O-:31])(=[O:30])[CH2:15][CH2:16][CH2:17][CH2:18][CH2:19][CH2:20][CH2:21][CH2:22][CH2:23][CH2:24][CH2:25][CH2:26][CH2:27][CH2:28][CH3:29]. Given the reactants C([O-])(=O)C.[In+3].C([O-])(=O)C.C([O-])(=O)C.[C:14]([OH:31])(=[O:30])[CH2:15][CH2:16][CH2:17][CH2:18][CH2:19][CH2:20][CH2:21][CH2:22][CH2:23][CH2:24][CH2:25][CH2:26][CH2:27][CH2:28][CH3:29].C([O-])(=O)C.[Zn+2:36].C([O-])(=O)C, predict the reaction product. (4) Given the reactants Cl.[F:2][C:3]([F:23])([F:22])[C:4]1[CH:9]=[CH:8][C:7]([C@@H:10]([C:12]2[C:17]([C:18]([F:21])([F:20])[F:19])=[CH:16][CH:15]=[CH:14][N:13]=2)[NH2:11])=[CH:6][CH:5]=1.CCN(C(C)C)C(C)C.[C:33](Cl)(=[O:37])[O:34][CH2:35][CH3:36], predict the reaction product. The product is: [CH2:35]([O:34][C:33](=[O:37])[NH:11][C@@H:10]([C:7]1[CH:6]=[CH:5][C:4]([C:3]([F:22])([F:2])[F:23])=[CH:9][CH:8]=1)[C:12]1[C:17]([C:18]([F:21])([F:19])[F:20])=[CH:16][CH:15]=[CH:14][N:13]=1)[CH3:36]. (5) Given the reactants [Cl:1][C:2]1[CH:7]=[CH:6][C:5]([NH:8][C:9](=[O:15])OC(C)(C)C)=[CH:4][CH:3]=1.C([Li])(C)(C)C.[CH3:21][O:22][C:23]1[C:28]([O:29][CH3:30])=[CH:27][CH:26]=[CH:25][C:24]=1[C:31](=O)C(OCC)=O.[NH4+].[Cl-:39], predict the reaction product. The product is: [Cl:39][C:31]1([C:24]2[CH:25]=[CH:26][CH:27]=[C:28]([O:29][CH3:30])[C:23]=2[O:22][CH3:21])[C:4]2[C:5](=[CH:6][CH:7]=[C:2]([Cl:1])[CH:3]=2)[NH:8][C:9]1=[O:15]. (6) The product is: [Br:9][C:10]1[CH:15]=[C:14]([O:16][CH3:17])[C:13]([O:18][CH3:19])=[CH:12][C:11]=1[CH2:20][CH2:2][C:1]#[N:3]. Given the reactants [C:1](#[N:3])[CH3:2].C([Li])CCC.[Br:9][C:10]1[CH:15]=[C:14]([O:16][CH3:17])[C:13]([O:18][CH3:19])=[CH:12][C:11]=1[CH2:20]Br.O, predict the reaction product.